This data is from Forward reaction prediction with 1.9M reactions from USPTO patents (1976-2016). The task is: Predict the product of the given reaction. (1) Given the reactants [OH:1][C:2]1[C:27]([O:28][CH3:29])=[CH:26][C:5]2[C:6]3[N:11]([CH:12]([C:14]([CH3:19])([CH3:18])[CH2:15][O:16][CH3:17])[CH2:13][C:4]=2[CH:3]=1)[CH:10]=[C:9]([C:20]([O:22][CH2:23][CH3:24])=[O:21])[C:8](=[O:25])[CH:7]=3.C(=O)([O-])[O-].[K+].[K+].Cl.Cl[CH2:38][CH2:39][CH:40]1[CH2:44][CH2:43][CH2:42][N:41]1[CH3:45].O, predict the reaction product. The product is: [CH3:29][O:28][C:27]1[C:2]([O:1][CH2:38][CH2:39][CH:40]2[CH2:44][CH2:43][CH2:42][N:41]2[CH3:45])=[CH:3][C:4]2[CH2:13][CH:12]([C:14]([CH3:18])([CH3:19])[CH2:15][O:16][CH3:17])[N:11]3[C:6](=[CH:7][C:8](=[O:25])[C:9]([C:20]([O:22][CH2:23][CH3:24])=[O:21])=[CH:10]3)[C:5]=2[CH:26]=1. (2) Given the reactants [CH2:1]([NH:3][CH2:4][CH3:5])[CH3:2].CS(O[CH2:11][CH2:12][CH2:13][N:14]([C:16]([O:18][CH:19]([CH2:38][CH2:39][CH2:40][CH2:41][CH2:42][CH2:43][CH2:44][CH2:45]/[CH:46]=[CH:47]\[CH2:48]/[CH:49]=[CH:50]\[CH2:51][CH2:52][CH2:53][CH2:54][CH3:55])[CH2:20][CH2:21][CH2:22][CH2:23][CH2:24][CH2:25][CH2:26][CH2:27]/[CH:28]=[CH:29]\[CH2:30]/[CH:31]=[CH:32]\[CH2:33][CH2:34][CH2:35][CH2:36][CH3:37])=[O:17])[CH3:15])(=O)=O, predict the reaction product. The product is: [CH2:1]([N:3]([CH2:4][CH3:5])[CH2:11][CH2:12][CH2:13][N:14]([CH3:15])[C:16](=[O:17])[O:18][CH:19]([CH2:38][CH2:39][CH2:40][CH2:41][CH2:42][CH2:43][CH2:44][CH2:45]/[CH:46]=[CH:47]\[CH2:48]/[CH:49]=[CH:50]\[CH2:51][CH2:52][CH2:53][CH2:54][CH3:55])[CH2:20][CH2:21][CH2:22][CH2:23][CH2:24][CH2:25][CH2:26][CH2:27]/[CH:28]=[CH:29]\[CH2:30]/[CH:31]=[CH:32]\[CH2:33][CH2:34][CH2:35][CH2:36][CH3:37])[CH3:2]. (3) The product is: [NH2:7][CH2:8][C:9]#[C:10][C:11]1[CH:16]=[C:15]([C:17]2[S:18][C:19]3[CH:25]=[CH:24][CH:23]=[CH:22][C:20]=3[N:21]=2)[C:14]([NH2:26])=[N:13][CH:12]=1. Given the reactants C(OC(=O)[NH:7][CH2:8][C:9]#[C:10][C:11]1[CH:12]=[N:13][C:14]([NH2:26])=[C:15]([C:17]2[S:18][C:19]3[CH:25]=[CH:24][CH:23]=[CH:22][C:20]=3[N:21]=2)[CH:16]=1)(C)(C)C.FC(F)(F)C(O)=O.C([O-])(O)=O.[Na+], predict the reaction product. (4) The product is: [CH:24]1([C:2]2[N:3]([CH3:17])[CH:4]=[C:5]([C:7]([O:9][CH2:10][C:11]3[CH:16]=[CH:15][CH:14]=[CH:13][CH:12]=3)=[O:8])[N:6]=2)[CH2:26][CH2:25]1. Given the reactants Br[C:2]1[N:3]([CH3:17])[CH:4]=[C:5]([C:7]([O:9][CH2:10][C:11]2[CH:16]=[CH:15][CH:14]=[CH:13][CH:12]=2)=[O:8])[N:6]=1.C(=O)([O-])[O-].[Cs+].[Cs+].[CH:24]1(B(O)O)[CH2:26][CH2:25]1, predict the reaction product. (5) Given the reactants [CH3:1][N:2]1[C:6]([Sn](CCCC)(CCCC)CCCC)=[C:5]([CH3:20])[N:4]=[N:3]1.Br[C:22]1[CH:34]=[N:33][C:32]2[C:31]3[C:30]([F:35])=[CH:29][C:28]([C:36]([O:38][CH3:39])=[O:37])=[CH:27][C:26]=3[NH:25][C:24]=2[CH:23]=1.C(N(CC)CC)C, predict the reaction product. The product is: [CH3:1][N:2]1[C:6]([C:22]2[CH:34]=[N:33][C:32]3[C:31]4[C:30]([F:35])=[CH:29][C:28]([C:36]([O:38][CH3:39])=[O:37])=[CH:27][C:26]=4[NH:25][C:24]=3[CH:23]=2)=[C:5]([CH3:20])[N:4]=[N:3]1. (6) Given the reactants O.[OH-].[Li+].C1COCC1.O.C[O:11][C:12]([C:14]1[C:15]([C:20]2[CH:25]=[CH:24][C:23]([CH2:26][N:27]([C:34]3[CH:39]=[CH:38][CH:37]=[CH:36][CH:35]=3)[C:28](=[O:33])[CH2:29][CH2:30][CH2:31][CH3:32])=[CH:22][CH:21]=2)=[CH:16][CH:17]=[CH:18][CH:19]=1)=[O:13], predict the reaction product. The product is: [C:34]1([N:27]([CH2:26][C:23]2[CH:22]=[CH:21][C:20]([C:15]3[C:14]([C:12]([OH:13])=[O:11])=[CH:19][CH:18]=[CH:17][CH:16]=3)=[CH:25][CH:24]=2)[C:28](=[O:33])[CH2:29][CH2:30][CH2:31][CH3:32])[CH:39]=[CH:38][CH:37]=[CH:36][CH:35]=1.